Dataset: Catalyst prediction with 721,799 reactions and 888 catalyst types from USPTO. Task: Predict which catalyst facilitates the given reaction. (1) Reactant: [CH3:1][C:2]([O-])(C)C.[K+].C([O:10][CH2:11][C@:12]12[CH2:28][CH2:27][C@:26]([OH:30])([CH3:29])[CH2:25][C@@H:24]1[CH2:23][CH2:22][C@@H:21]1[C@@H:13]2[CH2:14][CH2:15][C@@:16]2([CH3:32])[C@H:20]1[CH2:19][CH2:18][C:17]2=O)(=O)C. Product: [CH:1](=[C:17]1[C@:16]2([CH3:32])[C@H:20]([C@H:21]3[C@H:13]([CH2:14][CH2:15]2)[C@:12]2([CH2:11][OH:10])[C@H:28]([CH2:27][C@:26]([CH3:29])([OH:30])[CH2:25][CH2:24]2)[CH2:23][CH2:22]3)[CH2:19][CH2:18]1)[CH3:2]. The catalyst class is: 1. (2) Product: [F:35][C:32]1[CH:31]=[C:30]([O:36][CH3:37])[C:29]2[NH:28][C:16]3[CH2:15][CH2:14][NH:13][CH2:18][C:17]=3[C:34]=2[CH:33]=1. Reactant: C1(C)C=CC(S(O)(=O)=O)=CC=1.Cl.[NH:13]1[CH2:18][CH2:17][C:16](=O)[CH2:15][CH2:14]1.C1(C(C2C=CC=CC=2)=N[NH:28][C:29]2[CH:34]=[CH:33][C:32]([F:35])=[CH:31][C:30]=2[O:36][CH3:37])C=CC=CC=1. The catalyst class is: 8. (3) Reactant: [NH:1](C(OCC1C=CC=CC=1)=O)[C@H:2]([C:10]([NH:12][CH2:13][C:14]([NH:16][C@H:17]([C:19]([NH:21][C@H:22]([C:27]([O:29][CH3:30])=[O:28])[CH2:23][CH:24]([CH3:26])[CH3:25])=[O:20])[CH3:18])=[O:15])=[O:11])[CH2:3][C:4]1[CH:9]=[CH:8][CH:7]=[CH:6][CH:5]=1. Product: [NH2:1][C@H:2]([C:10]([NH:12][CH2:13][C:14]([NH:16][C@H:17]([C:19]([NH:21][C@H:22]([C:27]([O:29][CH3:30])=[O:28])[CH2:23][CH:24]([CH3:26])[CH3:25])=[O:20])[CH3:18])=[O:15])=[O:11])[CH2:3][C:4]1[CH:5]=[CH:6][CH:7]=[CH:8][CH:9]=1. The catalyst class is: 29.